From a dataset of NCI-60 drug combinations with 297,098 pairs across 59 cell lines. Regression. Given two drug SMILES strings and cell line genomic features, predict the synergy score measuring deviation from expected non-interaction effect. (1) Drug 1: CCC1(CC2CC(C3=C(CCN(C2)C1)C4=CC=CC=C4N3)(C5=C(C=C6C(=C5)C78CCN9C7C(C=CC9)(C(C(C8N6C=O)(C(=O)OC)O)OC(=O)C)CC)OC)C(=O)OC)O.OS(=O)(=O)O. Drug 2: CN1C2=C(C=C(C=C2)N(CCCl)CCCl)N=C1CCCC(=O)O.Cl. Cell line: LOX IMVI. Synergy scores: CSS=1.21, Synergy_ZIP=-1.10, Synergy_Bliss=-5.23, Synergy_Loewe=1.50, Synergy_HSA=-4.56. (2) Drug 1: CC1=C(C(CCC1)(C)C)C=CC(=CC=CC(=CC(=O)O)C)C. Drug 2: CS(=O)(=O)CCNCC1=CC=C(O1)C2=CC3=C(C=C2)N=CN=C3NC4=CC(=C(C=C4)OCC5=CC(=CC=C5)F)Cl. Cell line: HCC-2998. Synergy scores: CSS=-8.14, Synergy_ZIP=3.02, Synergy_Bliss=1.12, Synergy_Loewe=-5.53, Synergy_HSA=-5.07. (3) Drug 1: CC1CCC2CC(C(=CC=CC=CC(CC(C(=O)C(C(C(=CC(C(=O)CC(OC(=O)C3CCCCN3C(=O)C(=O)C1(O2)O)C(C)CC4CCC(C(C4)OC)O)C)C)O)OC)C)C)C)OC. Drug 2: C1=CN(C=N1)CC(O)(P(=O)(O)O)P(=O)(O)O. Cell line: SF-268. Synergy scores: CSS=12.4, Synergy_ZIP=-1.44, Synergy_Bliss=4.81, Synergy_Loewe=-1.86, Synergy_HSA=1.46. (4) Drug 1: C1CC(=O)NC(=O)C1N2CC3=C(C2=O)C=CC=C3N. Drug 2: C1C(C(OC1N2C=NC3=C2NC=NCC3O)CO)O. Cell line: MALME-3M. Synergy scores: CSS=-3.09, Synergy_ZIP=0.0418, Synergy_Bliss=-5.07, Synergy_Loewe=-6.88, Synergy_HSA=-5.41.